From a dataset of Reaction yield outcomes from USPTO patents with 853,638 reactions. Predict the reaction yield, written as a fraction of the theoretical maximum amount of product (1.0 means a 100% yield; for example, 0.34 means a 34% yield). The reactants are [OH-].[Na+].[CH3:3][O:4][C:5]1[N:10]=[CH:9][C:8]([CH:11](C(OCC)=O)[C:12]([O:14]CC)=[O:13])=[CH:7][CH:6]=1.Cl.C([O-])(O)=O.[Na+]. The catalyst is O. The product is [CH3:3][O:4][C:5]1[N:10]=[CH:9][C:8]([CH2:11][C:12]([OH:14])=[O:13])=[CH:7][CH:6]=1. The yield is 0.238.